From a dataset of Reaction yield outcomes from USPTO patents with 853,638 reactions. Predict the reaction yield, written as a fraction of the theoretical maximum amount of product (1.0 means a 100% yield; for example, 0.34 means a 34% yield). (1) The product is [F:12][C:13]1[CH:14]=[C:15]([CH:16]=[CH:17][CH:18]=1)[O:19][C:2]1[CH:3]=[C:4]([CH:7]2[O:11][CH2:10][CH2:9][O:8]2)[S:5][CH:6]=1. The reactants are Br[C:2]1[CH:3]=[C:4]([CH:7]2[O:11][CH2:10][CH2:9][O:8]2)[S:5][CH:6]=1.[F:12][C:13]1[CH:14]=[C:15]([OH:19])[CH:16]=[CH:17][CH:18]=1.CC(C)(C(=O)CC(=O)C(C)(C)C)C.C(=O)([O-])[O-].[Cs+].[Cs+]. The yield is 0.244. The catalyst is CN1CCCC1=O.[Cu]Cl.C(OCC)(=O)C.CCCCCC. (2) The reactants are [C:1](/[C:3](=[C:9]1/[CH2:10][CH2:11][C:12]2[C:17]/1=[CH:16][CH:15]=[C:14]([F:18])[CH:13]=2)/C(OCC)=O)#[N:2].[C-:19]#[N:20].[K+]. The catalyst is C(O)C.O. The product is [C:1]([CH2:3][C:9]1([C:19]#[N:20])[C:17]2[C:12](=[CH:13][C:14]([F:18])=[CH:15][CH:16]=2)[CH2:11][CH2:10]1)#[N:2]. The yield is 0.735. (3) The reactants are [CH3:1][C@@H:2]1[CH2:7][N:6]([C:8]2[CH:13]=[CH:12][CH:11]=[CH:10][C:9]=2[C:14]([F:17])([F:16])[F:15])[CH2:5][CH2:4][N:3]1[S:18]([C:21]1[CH:26]=[CH:25][C:24]([C:27](=[O:29])[CH3:28])=[CH:23][CH:22]=1)(=[O:20])=[O:19].[Si]([C:34]([F:37])([F:36])[F:35])(C)(C)C.[F-].C([N+](CCCC)(CCCC)CCCC)CCC. The catalyst is C1COCC1.C([O-])(O)=O.[Na+]. The product is [F:35][C:34]([F:37])([F:36])[C:27]([C:24]1[CH:23]=[CH:22][C:21]([S:18]([N:3]2[CH2:4][CH2:5][N:6]([C:8]3[CH:13]=[CH:12][CH:11]=[CH:10][C:9]=3[C:14]([F:16])([F:17])[F:15])[CH2:7][C@H:2]2[CH3:1])(=[O:20])=[O:19])=[CH:26][CH:25]=1)([OH:29])[CH3:28]. The yield is 0.318. (4) The reactants are [CH2:1]([C:5]1[N:6]=[C:7]([CH3:34])[N:8]([CH2:27][CH:28]([OH:33])[C:29]([CH3:32])([CH3:31])[CH3:30])[C:9](=[O:26])[C:10]=1[CH2:11][C:12]1[CH:17]=[CH:16][C:15]([C:18]2[C:19]([C:24]#[N:25])=[CH:20][CH:21]=[CH:22][CH:23]=2)=[CH:14][CH:13]=1)[CH2:2][CH2:3][CH3:4].FC(F)(F)S(O[Si](C(C)(C)C)(C)C)(=O)=O.[N:50]1C(C)=CC=CC=1C.[Cl-].O[NH3+].[C:61](=[O:64])([O-])[OH:62].[Na+]. The catalyst is C(OCC)(=O)C.CS(C)=O.O1CCCC1. The product is [CH2:1]([C:5]1[N:6]=[C:7]([CH3:34])[N:8]([CH2:27][CH:28]([OH:33])[C:29]([CH3:32])([CH3:31])[CH3:30])[C:9](=[O:26])[C:10]=1[CH2:11][C:12]1[CH:17]=[CH:16][C:15]([C:18]2[CH:23]=[CH:22][CH:21]=[CH:20][C:19]=2[C:24]2[NH:50][C:61](=[O:64])[O:62][N:25]=2)=[CH:14][CH:13]=1)[CH2:2][CH2:3][CH3:4]. The yield is 0.550. (5) The reactants are Cl[CH2:2][C:3]1[C:8]([CH3:9])=[C:7]([O:10][CH2:11][CH2:12][CH2:13][O:14][CH3:15])[CH:6]=[CH:5][N:4]=1.[N:16]1[C:20]2[CH:21]=[CH:22][CH:23]=[CH:24][C:19]=2[NH:18][C:17]=1[SH:25].[OH-].[Na+]. The catalyst is C(O)C. The product is [CH3:15][O:14][CH2:13][CH2:12][CH2:11][O:10][C:7]1[CH:6]=[CH:5][N:4]=[C:3]([CH2:2][S:25][C:17]2[NH:18][C:19]3[CH:24]=[CH:23][CH:22]=[CH:21][C:20]=3[N:16]=2)[C:8]=1[CH3:9]. The yield is 1.01. (6) The yield is 0.630. The reactants are [CH3:1][O:2][C:3]1[CH:4]=[C:5](B(O)O)[CH:6]=[CH:7][C:8]=1[O:9][CH3:10].Br[C:15]1[CH:16]=[C:17]([CH:19]=[CH:20][CH:21]=1)[NH2:18].C([O-])([O-])=O.[Na+].[Na+]. The product is [CH3:1][O:2][C:3]1[CH:4]=[C:5]([C:15]2[CH:21]=[CH:20][CH:19]=[C:17]([NH2:18])[CH:16]=2)[CH:6]=[CH:7][C:8]=1[O:9][CH3:10]. The catalyst is COCCOC.C1C=CC([P]([Pd]([P](C2C=CC=CC=2)(C2C=CC=CC=2)C2C=CC=CC=2)([P](C2C=CC=CC=2)(C2C=CC=CC=2)C2C=CC=CC=2)[P](C2C=CC=CC=2)(C2C=CC=CC=2)C2C=CC=CC=2)(C2C=CC=CC=2)C2C=CC=CC=2)=CC=1. (7) The reactants are [C:1]([C:5]1[CH:9]=[C:8]([NH:10][C:11]([NH:13][C:14]2[CH:19]=[CH:18][C:17]([O:20][C:21]3[CH:26]=[CH:25][N:24]=[C:23]([C:27](=[O:30])[NH:28][CH3:29])[CH:22]=3)=[CH:16][C:15]=2[F:31])=[O:12])[N:7]([C:32]2[CH:33]=[C:34]3[C:39](=[CH:40][CH:41]=2)[CH2:38][N:37](C(OCC2C=CC=CC=2)=O)[CH2:36][CH2:35]3)[N:6]=1)([CH3:4])([CH3:3])[CH3:2].C(O)=O. The catalyst is CO.[Pd]. The product is [C:1]([C:5]1[CH:9]=[C:8]([NH:10][C:11]([NH:13][C:14]2[CH:19]=[CH:18][C:17]([O:20][C:21]3[CH:26]=[CH:25][N:24]=[C:23]([C:27](=[O:30])[NH:28][CH3:29])[CH:22]=3)=[CH:16][C:15]=2[F:31])=[O:12])[N:7]([C:32]2[CH:33]=[C:34]3[C:39](=[CH:40][CH:41]=2)[CH2:38][NH:37][CH2:36][CH2:35]3)[N:6]=1)([CH3:4])([CH3:2])[CH3:3]. The yield is 0.560. (8) The reactants are CO[C:3](=[O:24])[C:4]1[CH:9]=[CH:8][C:7]([O:10][CH2:11][C:12]2[C:13]([C:18]3[CH:23]=[CH:22][CH:21]=[CH:20][CH:19]=3)=[N:14][O:15][C:16]=2[CH3:17])=[N:6][CH:5]=1.[NH:25]1[CH2:31][CH2:30][CH2:29][C@@H:26]1[CH2:27][OH:28]. No catalyst specified. The product is [OH:28][CH2:27][C@H:26]1[CH2:29][CH2:30][CH2:31][N:25]1[C:3]([C:4]1[CH:5]=[N:6][C:7]([O:10][CH2:11][C:12]2[C:13]([C:18]3[CH:19]=[CH:20][CH:21]=[CH:22][CH:23]=3)=[N:14][O:15][C:16]=2[CH3:17])=[CH:8][CH:9]=1)=[O:24]. The yield is 0.960.